Predict the product of the given reaction. From a dataset of Forward reaction prediction with 1.9M reactions from USPTO patents (1976-2016). (1) Given the reactants [CH3:1][O:2][C:3](=[O:16])[CH2:4][O:5][C:6]1[CH:11]=[CH:10][C:9]([CH2:12][OH:13])=[CH:8][C:7]=1[O:14][CH3:15].[C:17](OC(=O)C)(=[O:19])[CH3:18], predict the reaction product. The product is: [CH3:1][O:2][C:3](=[O:16])[CH2:4][O:5][C:6]1[CH:11]=[CH:10][C:9]([CH2:12][O:13][C:17](=[O:19])[CH3:18])=[CH:8][C:7]=1[O:14][CH3:15]. (2) Given the reactants [C:1]([N:5]1[C:9]([NH2:10])=[CH:8][C:7]([C:11]([CH3:14])([CH3:13])[CH3:12])=[N:6]1)([CH3:4])([CH3:3])[CH3:2].[CH3:15][O:16][C:17]1[CH:18]=[C:19]([CH:22]=[CH:23][C:24]=1[O:25][CH3:26])[CH:20]=O.[CH2:27]1[C:32](=O)[CH2:31][C:29](=[O:30])[CH2:28]1, predict the reaction product. The product is: [C:1]([N:5]1[C:9]2[NH:10][C:27]3[CH2:32][CH2:31][C:29](=[O:30])[C:28]=3[CH:20]([C:19]3[CH:22]=[CH:23][C:24]([O:25][CH3:26])=[C:17]([O:16][CH3:15])[CH:18]=3)[C:8]=2[C:7]([C:11]([CH3:14])([CH3:13])[CH3:12])=[N:6]1)([CH3:4])([CH3:3])[CH3:2]. (3) Given the reactants [S:1]1[CH:5]=[CH:4][CH:3]=[C:2]1[C:6]1[NH:15][C:9]2=[N+:10]([O-])[CH:11]=[CH:12][CH:13]=[C:8]2[CH:7]=1.CS([Cl:20])(=O)=O, predict the reaction product. The product is: [Cl:20][C:13]1[CH:12]=[CH:11][N:10]=[C:9]2[NH:15][C:6]([C:2]3[S:1][CH:5]=[CH:4][CH:3]=3)=[CH:7][C:8]=12. (4) Given the reactants CCN(C(C)C)C(C)C.CCN=C=NCCCN(C)C.C1C=CC2N(O)N=NC=2C=1.FC(F)(F)C(O)=O.[Cl:38][CH2:39][CH2:40][CH2:41]/[C:42](=[CH:46]\[C:47]1[CH:52]=[CH:51][C:50]([N:53]2[CH:57]=[C:56]([CH3:58])[N:55]=[CH:54]2)=[C:49]([F:59])[CH:48]=1)/[C:43]([OH:45])=O.Cl.[NH2:61][C@H:62]([C:66]1[CH:71]=[CH:70][C:69]([F:72])=[C:68]([F:73])[CH:67]=1)[C@H:63]([OH:65])[CH3:64], predict the reaction product. The product is: [F:73][C:68]1[CH:67]=[C:66]([C@@H:62]([NH:61][C:43](=[O:45])/[C:42](=[CH:46]/[C:47]2[CH:52]=[CH:51][C:50]([N:53]3[CH:57]=[C:56]([CH3:58])[N:55]=[CH:54]3)=[C:49]([F:59])[CH:48]=2)/[CH2:41][CH2:40][CH2:39][Cl:38])[C@H:63]([OH:65])[CH3:64])[CH:71]=[CH:70][C:69]=1[F:72]. (5) Given the reactants [Cl:1][C:2]1[CH:7]=[CH:6][C:5]([C:8]2[C:16]3[C:11](=[N:12][CH:13]=[N:14][C:15]=3[NH2:17])[NH:10][N:9]=2)=[CH:4][CH:3]=1.[N:18]1[CH:23]=CC=C[CH:19]=1.[CH3:24]S(Cl)(=O)=O.C(=O)(O)[O-].[Na+], predict the reaction product. The product is: [Cl:1][C:2]1[CH:7]=[CH:6][C:5]([C:8]2[C:16]3[C:11](=[N:12][CH:13]=[N:14][C:15]=3[N:17]=[CH:19][N:18]([CH3:23])[CH3:24])[NH:10][N:9]=2)=[CH:4][CH:3]=1. (6) Given the reactants [I:1][C:2]1[CH:3]=[C:4]([C:8]2[O:12][C:11](=[O:13])[NH:10][N:9]=2)[CH:5]=[CH:6][CH:7]=1.[C:14](=O)([O-])[O-].[K+].[K+].CI.O, predict the reaction product. The product is: [I:1][C:2]1[CH:3]=[C:4]([C:8]2[O:12][C:11](=[O:13])[N:10]([CH3:14])[N:9]=2)[CH:5]=[CH:6][CH:7]=1. (7) Given the reactants [Cl:1][CH2:2][CH2:3][CH2:4][CH:5]([C:9]1[CH:14]=[CH:13][CH:12]=[CH:11][C:10]=1[C:15]([F:18])([F:17])[F:16])[C:6](O)=[O:7].CN(C)C=O.C(Cl)(=O)C([Cl:27])=O, predict the reaction product. The product is: [Cl:1][CH2:2][CH2:3][CH2:4][CH:5]([C:9]1[CH:14]=[CH:13][CH:12]=[CH:11][C:10]=1[C:15]([F:18])([F:17])[F:16])[C:6]([Cl:27])=[O:7]. (8) Given the reactants [F:1][C:2]1[CH:3]=[N:4][C:5]2[CH:6]=[CH:7][C:8](=[O:17])[N:9]3[CH:14]([CH2:15][OH:16])[CH2:13][CH2:12][C:11]=1[C:10]=23.CC(OI1(OC(C)=O)(OC(C)=O)OC(=O)C2C=CC=CC1=2)=O, predict the reaction product. The product is: [F:1][C:2]1[CH:3]=[N:4][C:5]2[CH:6]=[CH:7][C:8](=[O:17])[N:9]3[CH:14]([CH:15]=[O:16])[CH2:13][CH2:12][C:11]=1[C:10]=23.